This data is from Reaction yield outcomes from USPTO patents with 853,638 reactions. The task is: Predict the reaction yield, written as a fraction of the theoretical maximum amount of product (1.0 means a 100% yield; for example, 0.34 means a 34% yield). (1) The reactants are [CH3:1][O:2][C:3](=[O:21])[C@@H:4]([NH:13][C:14]([O:16][C:17]([CH3:20])([CH3:19])[CH3:18])=[O:15])[CH2:5][C:6]1[CH:11]=[CH:10][C:9]([NH2:12])=[CH:8][CH:7]=1.[Cl:22][C:23]1[CH:31]=[CH:30][CH:29]=[C:28]([Cl:32])[C:24]=1[C:25](Cl)=[O:26].CCN(C(C)C)C(C)C. The catalyst is ClCCl. The product is [CH3:1][O:2][C:3](=[O:21])[C@@H:4]([NH:13][C:14]([O:16][C:17]([CH3:18])([CH3:20])[CH3:19])=[O:15])[CH2:5][C:6]1[CH:11]=[CH:10][C:9]([NH:12][C:25](=[O:26])[C:24]2[C:23]([Cl:22])=[CH:31][CH:30]=[CH:29][C:28]=2[Cl:32])=[CH:8][CH:7]=1. The yield is 0.884. (2) The reactants are Cl[CH2:2][C:3]1[N:8]=[C:7]([NH2:9])[CH:6]=[CH:5][N:4]=1.[NH:10]1[CH2:15][CH2:14][O:13][CH2:12][CH2:11]1.C(N(CC)CC)C. The catalyst is C(O)C. The product is [O:13]1[CH2:14][CH2:15][N:10]([CH2:2][C:3]2[N:8]=[C:7]([NH2:9])[CH:6]=[CH:5][N:4]=2)[CH2:11][CH2:12]1. The yield is 0.620. (3) The catalyst is ClCCl. The yield is 0.610. The product is [F:1][C:2]1[CH:10]=[CH:9][C:8]([F:11])=[CH:7][C:3]=1[C:4]([NH:20][C:18]1[CH:17]=[CH:16][N:15]=[C:14]([O:13][CH3:12])[CH:19]=1)=[O:5]. The reactants are [F:1][C:2]1[CH:10]=[CH:9][C:8]([F:11])=[CH:7][C:3]=1[C:4](Cl)=[O:5].[CH3:12][O:13][C:14]1[CH:19]=[C:18]([NH2:20])[CH:17]=[CH:16][N:15]=1.N1C=CC=CC=1.Cl. (4) The reactants are Br[C:2]1[CH:7]=[CH:6][C:5]([N:8]2[C:16](=[O:17])[C:15]3[C:10](=[CH:11][CH:12]=[CH:13][CH:14]=3)[C:9]2=[O:18])=[C:4]([N+:19]([O-:21])=[O:20])[CH:3]=1.[N:22]1([C:28]([O:30][C:31]([CH3:34])([CH3:33])[CH3:32])=[O:29])[CH2:27][CH2:26][NH:25][CH2:24][CH2:23]1.CC1(C)C2C(=C(P(C3C=CC=CC=3)C3C=CC=CC=3)C=CC=2)OC2C(P(C3C=CC=CC=3)C3C=CC=CC=3)=CC=CC1=2.C([O-])([O-])=O.[Cs+].[Cs+]. The catalyst is C1C=CC(/C=C/C(/C=C/C2C=CC=CC=2)=O)=CC=1.C1C=CC(/C=C/C(/C=C/C2C=CC=CC=2)=O)=CC=1.C1C=CC(/C=C/C(/C=C/C2C=CC=CC=2)=O)=CC=1.[Pd].[Pd]. The product is [O:18]=[C:9]1[C:10]2[C:15](=[CH:14][CH:13]=[CH:12][CH:11]=2)[C:16](=[O:17])[N:8]1[C:5]1[CH:6]=[CH:7][C:2]([N:25]2[CH2:24][CH2:23][N:22]([C:28]([O:30][C:31]([CH3:34])([CH3:33])[CH3:32])=[O:29])[CH2:27][CH2:26]2)=[CH:3][C:4]=1[N+:19]([O-:21])=[O:20]. The yield is 0.420. (5) The reactants are [CH:1]1([CH2:4][C:5](Cl)=[O:6])[CH2:3][CH2:2]1.[NH:8]([C:10]1[C:15]([C:16]([F:19])([F:18])[F:17])=[C:14]([O:20][CH2:21][C:22]2([C:28]3[CH:33]=[CH:32][CH:31]=[CH:30][CH:29]=3)[CH2:27][CH2:26][CH2:25][CH2:24][CH2:23]2)[CH:13]=[CH:12][N:11]=1)[NH2:9].C(N(CC)CC)C. The catalyst is C(Cl)Cl.O. The product is [CH:1]1([CH2:4][C:5]([NH:9][NH:8][C:10]2[C:15]([C:16]([F:19])([F:18])[F:17])=[C:14]([O:20][CH2:21][C:22]3([C:28]4[CH:29]=[CH:30][CH:31]=[CH:32][CH:33]=4)[CH2:23][CH2:24][CH2:25][CH2:26][CH2:27]3)[CH:13]=[CH:12][N:11]=2)=[O:6])[CH2:3][CH2:2]1. The yield is 1.00. (6) The reactants are [Cl:1][C:2]1[N:10]=[C:9]2[C:5]([N:6]=[C:7]([CH2:12][CH:13]=O)[N:8]2[CH3:11])=[C:4]([N:15]2[CH2:20][CH2:19][O:18][CH2:17][CH2:16]2)[N:3]=1.[CH:21]([N:24]1[CH2:29][CH2:28][NH:27][CH2:26][C:25]1=[O:30])([CH3:23])[CH3:22].C(O[BH-](OC(=O)C)OC(=O)C)(=O)C.[Na+]. The yield is 0.330. The catalyst is ClCCCl. The product is [Cl:1][C:2]1[N:10]=[C:9]2[C:5]([N:6]=[C:7]([CH2:12][CH2:13][N:27]3[CH2:28][CH2:29][N:24]([CH:21]([CH3:23])[CH3:22])[C:25](=[O:30])[CH2:26]3)[N:8]2[CH3:11])=[C:4]([N:15]2[CH2:20][CH2:19][O:18][CH2:17][CH2:16]2)[N:3]=1. (7) The reactants are Cl[C:2]([O:4][CH2:5][C:6]1[CH:11]=[CH:10][CH:9]=[CH:8][CH:7]=1)=[O:3].[OH-].[Na+].[NH2:14][CH2:15][C@H:16]1[CH2:21][CH2:20][C@H:19]([CH2:22][C:23]([OH:25])=[O:24])[CH2:18][CH2:17]1. The catalyst is C1COCC1.O. The product is [CH2:5]([O:4][C:2]([NH:14][CH2:15][CH:16]1[CH2:21][CH2:20][CH:19]([CH2:22][C:23]([OH:25])=[O:24])[CH2:18][CH2:17]1)=[O:3])[C:6]1[CH:11]=[CH:10][CH:9]=[CH:8][CH:7]=1. The yield is 0.620. (8) The reactants are [CH:1]1([CH2:7][C:8]2[S:12][C:11]([S:13]([NH2:16])(=[O:15])=[O:14])=[N:10][C:9]=2[C:17]2[CH:22]=[C:21]([C:23]([CH3:26])([CH3:25])[CH3:24])[CH:20]=[C:19]([C:27]([CH3:30])([CH3:29])[CH3:28])[CH:18]=2)[CH2:6][CH2:5][CH2:4][CH2:3][CH2:2]1.CCN(CC)CC.[CH3:38][C:39](OC(C)=O)=[O:40].O. The catalyst is C(Cl)Cl. The product is [CH:1]1([CH2:7][C:8]2[S:12][C:11]([S:13]([NH:16][C:39](=[O:40])[CH3:38])(=[O:14])=[O:15])=[N:10][C:9]=2[C:17]2[CH:22]=[C:21]([C:23]([CH3:24])([CH3:26])[CH3:25])[CH:20]=[C:19]([C:27]([CH3:30])([CH3:29])[CH3:28])[CH:18]=2)[CH2:2][CH2:3][CH2:4][CH2:5][CH2:6]1. The yield is 0.810. (9) The reactants are Br[C:2]1[C:3]2[C:4]3[CH:17]=[CH:16][S:15][C:5]=3[C:6](=[O:14])[NH:7][C:8]=2[CH:9]=[CH:10][C:11]=1[O:12][CH3:13].[OH:18][CH2:19][CH:20]([NH:22][S:23]([C:26]1[CH:31]=[CH:30][C:29](B2OC(C)(C)C(C)(C)O2)=[CH:28][CH:27]=1)(=[O:25])=[O:24])[CH3:21]. No catalyst specified. The product is [OH:18][CH2:19][CH:20]([NH:22][S:23]([C:26]1[CH:31]=[CH:30][C:29]([C:2]2[C:3]3[C:4]4[CH:17]=[CH:16][S:15][C:5]=4[C:6](=[O:14])[NH:7][C:8]=3[CH:9]=[CH:10][C:11]=2[O:12][CH3:13])=[CH:28][CH:27]=1)(=[O:25])=[O:24])[CH3:21]. The yield is 0.200.